From a dataset of Forward reaction prediction with 1.9M reactions from USPTO patents (1976-2016). Predict the product of the given reaction. (1) Given the reactants [CH3:1][O:2][C:3]1[CH:8]=[CH:7][NH:6][C:5](=[O:9])[CH:4]=1.CC([O-])(C)C.[K+].[CH:16]1[CH:21]=[CH:20][C:19]([CH2:22]Br)=[CH:18][CH:17]=1, predict the reaction product. The product is: [CH2:22]([N:6]1[CH:7]=[CH:8][C:3]([O:2][CH3:1])=[CH:4][C:5]1=[O:9])[C:19]1[CH:20]=[CH:21][CH:16]=[CH:17][CH:18]=1. (2) Given the reactants O1CC1[CH2:3][C:4]12[O:10][CH:5]1[CH:6]=CC=[CH:9]2.[CH2:12]([CH2:14][NH2:15])[OH:13], predict the reaction product. The product is: [OH:13][CH2:12][CH2:14][NH:15][CH2:6][CH:5]([OH:10])[CH:4]([CH3:3])[CH3:9]. (3) Given the reactants Cl[C:2]1[N:3]=[CH:4][C:5]2[N:11]([CH2:12][C:13]([F:16])([F:15])[F:14])[C:10](=[O:17])[C:9]([F:19])([F:18])[CH2:8][N:7]([CH:20]3[CH2:24][CH2:23][CH2:22][CH2:21]3)[C:6]=2[N:25]=1.[NH2:26][C:27]1[CH:42]=[CH:41][C:30]([C:31]([NH:33][CH:34]2[CH2:39][CH2:38][N:37]([CH3:40])[CH2:36][CH2:35]2)=[O:32])=[CH:29][C:28]=1[O:43][CH3:44].O.C1(C)C=CC(S(O)(=O)=O)=CC=1.C(=O)([O-])[O-].[Na+].[Na+], predict the reaction product. The product is: [CH:20]1([N:7]2[CH2:8][C:9]([F:19])([F:18])[C:10](=[O:17])[N:11]([CH2:12][C:13]([F:14])([F:15])[F:16])[C:5]3[CH:4]=[N:3][C:2]([NH:26][C:27]4[CH:42]=[CH:41][C:30]([C:31]([NH:33][CH:34]5[CH2:35][CH2:36][N:37]([CH3:40])[CH2:38][CH2:39]5)=[O:32])=[CH:29][C:28]=4[O:43][CH3:44])=[N:25][C:6]2=3)[CH2:24][CH2:23][CH2:22][CH2:21]1. (4) Given the reactants Cl[C:2]1[CH:11]=[C:10]2[C:5]([C:6](=[O:16])[C:7]([C:13]([OH:15])=[O:14])=[CH:8][N:9]2[CH3:12])=[CH:4][CH:3]=1.[CH2:17]([NH2:20])[CH2:18][NH2:19].C(Cl)Cl, predict the reaction product. The product is: [NH2:19][CH2:18][CH2:17][NH:20][C:2]1[CH:11]=[C:10]2[C:5]([C:6](=[O:16])[C:7]([C:13]([OH:15])=[O:14])=[CH:8][N:9]2[CH3:12])=[CH:4][CH:3]=1. (5) Given the reactants [Br:1][C:2]1[CH:6]=[N:5][N:4]([CH3:7])[C:3]=1[C:8]1[CH:9]=[C:10]([NH2:16])[CH:11]=[CH:12][C:13]=1[O:14][CH3:15].[CH3:17][O:18][C:19]1[CH:20]=[C:21]([N:25]=[C:26]=[O:27])[CH:22]=[CH:23][CH:24]=1, predict the reaction product. The product is: [Br:1][C:2]1[CH:6]=[N:5][N:4]([CH3:7])[C:3]=1[C:8]1[CH:9]=[C:10]([NH:16][C:26]([NH:25][C:21]2[CH:22]=[CH:23][CH:24]=[C:19]([O:18][CH3:17])[CH:20]=2)=[O:27])[CH:11]=[CH:12][C:13]=1[O:14][CH3:15]. (6) Given the reactants C([C@H]1COC(=O)N1[C:14]([C@H:16]([CH2:25][CH:26]=[CH2:27])[CH2:17][C:18]([O:20][C:21]([CH3:24])([CH3:23])[CH3:22])=[O:19])=[O:15])C1C=CC=CC=1.[Li+].[OH-].OO.[Li+].[OH-].OO.C([O-])(O)=[O:37].[Na+].[O-]S([O-])=O.[Na+].[Na+], predict the reaction product. The product is: [C:21]([O:20][C:18](=[O:19])[CH2:17][C@@H:16]([CH2:25][CH:26]=[CH2:27])[C:14]([OH:15])=[O:37])([CH3:24])([CH3:23])[CH3:22].